From a dataset of Reaction yield outcomes from USPTO patents with 853,638 reactions. Predict the reaction yield, written as a fraction of the theoretical maximum amount of product (1.0 means a 100% yield; for example, 0.34 means a 34% yield). (1) The reactants are [CH3:1][N:2]1[CH:6]=[C:5]([N+:7]([O-])=O)[N:4]=[CH:3]1.[Cl:10][C:11]1[N:12]=[C:13](Cl)[C:14]2[CH:20]=[CH:19][C:18]([Cl:21])=[N:17][C:15]=2[N:16]=1. No catalyst specified. The product is [Cl:10][C:11]1[N:12]=[C:13]([NH:7][C:5]2[N:4]=[CH:3][N:2]([CH3:1])[CH:6]=2)[C:14]2[CH:20]=[CH:19][C:18]([Cl:21])=[N:17][C:15]=2[N:16]=1. The yield is 0.721. (2) The reactants are [Cr](Cl)([O-])(=O)=O.[NH+]1C=CC=CC=1.[Cl:12][C:13]1[CH:14]=[C:15]([C:20]#[C:21][CH2:22][OH:23])[CH:16]=[CH:17][C:18]=1[Cl:19].CCCCCCC.C(OCC)(=O)C.C(O)C#C. The catalyst is ClCCl. The product is [Cl:12][C:13]1[CH:14]=[C:15]([C:20]#[C:21][CH:22]=[O:23])[CH:16]=[CH:17][C:18]=1[Cl:19]. The yield is 0.490. (3) The catalyst is CN(C=O)C. The reactants are C1N=CN(C(N2C=NC=C2)=O)C=1.[CH:13]1[C:18]([C:19]2[CH:20]=[CH:21][C:22]([F:26])=[CH:23][C:24]=2[F:25])=[CH:17][C:16]([C:27]([OH:29])=[O:28])=[C:15]([OH:30])[CH:14]=1.C(O)(C)(C)C.[CH2:36]1[CH2:46]CN2C(=NCCC2)[CH2:38][CH2:37]1.C([O-])(O)=O.[Na+]. The product is [F:25][C:24]1[CH:23]=[C:22]([F:26])[CH:21]=[CH:20][C:19]=1[C:18]1[CH:13]=[CH:14][C:15]([OH:30])=[C:16]([C:27]([O:29][CH2:46][CH2:36][CH2:37][CH3:38])=[O:28])[CH:17]=1. The yield is 0.680. (4) The product is [Br:6][C:7]1[C:11]([N+:18]([O-:20])=[O:19])=[C:10]([Br:12])[S:9][C:8]=1[C:13]([O:15][CH2:16][CH3:17])=[O:14]. The yield is 0.595. No catalyst specified. The reactants are S(=O)(=O)(O)O.[Br:6][C:7]1[CH:11]=[C:10]([Br:12])[S:9][C:8]=1[C:13]([O:15][CH2:16][CH3:17])=[O:14].[N+:18]([O-])([OH:20])=[O:19]. (5) The reactants are [C:1]([O:7][CH2:8][CH2:9][Si:10]([CH3:13])([CH3:12])[CH3:11])(=[O:6])[CH2:2][C:3]([CH3:5])=[O:4].[N:14]([O-])=[O:15].[Na+]. The catalyst is C(O)(=O)C.O.C(OCC)(=O)C. The product is [N:14](=[C:2]([C:3]([CH3:5])=[O:4])[C:1]([O:7][CH2:8][CH2:9][Si:10]([CH3:11])([CH3:13])[CH3:12])=[O:6])[OH:15]. The yield is 0.580. (6) The reactants are [CH2:1]([O:3][C:4]1[C:5]([O:19][CH2:20][C:21]2[CH:26]=[CH:25][C:24]([O:27][CH3:28])=[CH:23][CH:22]=2)=[N:6][CH:7]=[C:8](B2OC(C)(C)C(C)(C)O2)[CH:9]=1)[CH3:2].Br[C:30]1[CH:35]=[CH:34][C:33]([CH2:36][C:37]([NH:39][C:40]2[CH:45]=[CH:44][C:43]([CH2:46][C:47]([CH3:54])([CH3:53])[C:48]([O:50][CH2:51][CH3:52])=[O:49])=[C:42]([C:55]([F:58])([F:57])[F:56])[CH:41]=2)=[O:38])=[C:32]([F:59])[CH:31]=1.C(=O)([O-])[O-].[Cs+].[Cs+]. The catalyst is O.O1CCOCC1.C1C=CC(P(C2C=CC=CC=2)[C-]2C=CC=C2)=CC=1.C1C=CC(P(C2C=CC=CC=2)[C-]2C=CC=C2)=CC=1.Cl[Pd]Cl.[Fe+2]. The product is [CH2:1]([O:3][C:4]1[CH:9]=[C:8]([C:30]2[CH:35]=[CH:34][C:33]([CH2:36][C:37]([NH:39][C:40]3[CH:45]=[CH:44][C:43]([CH2:46][C:47]([CH3:54])([CH3:53])[C:48]([O:50][CH2:51][CH3:52])=[O:49])=[C:42]([C:55]([F:56])([F:58])[F:57])[CH:41]=3)=[O:38])=[C:32]([F:59])[CH:31]=2)[CH:7]=[N:6][C:5]=1[O:19][CH2:20][C:21]1[CH:22]=[CH:23][C:24]([O:27][CH3:28])=[CH:25][CH:26]=1)[CH3:2]. The yield is 0.389.